The task is: Predict the product of the given reaction.. This data is from Forward reaction prediction with 1.9M reactions from USPTO patents (1976-2016). Given the reactants [CH3:1][N:2]([CH3:8])[C@H:3]1[CH2:7][CH2:6][NH:5][CH2:4]1.[C:9]([N:12]([CH3:38])[CH2:13][CH2:14][N:15]([CH3:37])[C:16]([C:18]1[O:19][C:20]2[C:26](F)=[C:25]([C:28]3[CH:33]=[CH:32][CH:31]=[CH:30][CH:29]=3)[C:24]([CH3:34])=[C:23]([C:35]#[N:36])[C:21]=2[N:22]=1)=[O:17])(=[O:11])[CH3:10].C(N(CC)CC)C, predict the reaction product. The product is: [C:9]([N:12]([CH3:38])[CH2:13][CH2:14][N:15]([CH3:37])[C:16]([C:18]1[O:19][C:20]2[C:26]([N:5]3[CH2:6][CH2:7][C@H:3]([N:2]([CH3:8])[CH3:1])[CH2:4]3)=[C:25]([C:28]3[CH:29]=[CH:30][CH:31]=[CH:32][CH:33]=3)[C:24]([CH3:34])=[C:23]([C:35]#[N:36])[C:21]=2[N:22]=1)=[O:17])(=[O:11])[CH3:10].